From a dataset of Reaction yield outcomes from USPTO patents with 853,638 reactions. Predict the reaction yield, written as a fraction of the theoretical maximum amount of product (1.0 means a 100% yield; for example, 0.34 means a 34% yield). (1) The reactants are Cl[C:2]1[N:7]=[CH:6][N:5]=[C:4]([NH2:8])[CH:3]=1.CO[C:11]1[N:16]=[CH:15][C:14](B(O)O)=[CH:13]N=1.[C:20]([O-])([O-])=O.[Na+].[Na+]. The catalyst is COCCOC.CCO.O.C1C=CC(P(C2C=CC=CC=2)C2C=CC=CC=2)=CC=1.C1C=CC(P(C2C=CC=CC=2)C2C=CC=CC=2)=CC=1.Cl[Pd]Cl. The product is [N:16]1[CH:11]=[CH:20][CH:13]=[C:14]([C:2]2[N:7]=[CH:6][N:5]=[C:4]([NH2:8])[CH:3]=2)[CH:15]=1. The yield is 0.510. (2) The reactants are C[Si](C)(C)CC[O:5][C:6](=[O:29])[CH2:7][C:8]1[C:16]2[C:11](=[CH:12][C:13]([F:19])=[C:14]([O:17][CH3:18])[CH:15]=2)[N:10]([C:20]([C:22]2[S:23][C:24]([Cl:27])=[CH:25][CH:26]=2)=[O:21])[C:9]=1[CH3:28].ClC1SC=CC=1.[F-].C([N+](CCCC)(CCCC)CCCC)CCC. The catalyst is C1COCC1.[Cl-].[NH4+]. The product is [Cl:27][C:24]1[S:23][C:22]([C:20]([N:10]2[C:11]3[C:16](=[CH:15][C:14]([O:17][CH3:18])=[C:13]([F:19])[CH:12]=3)[C:8]([CH2:7][C:6]([OH:29])=[O:5])=[C:9]2[CH3:28])=[O:21])=[CH:26][CH:25]=1. The yield is 0.590. (3) The reactants are [NH2:1][C:2]1[CH:11]=[CH:10][C:5]([C:6]([O:8][CH3:9])=[O:7])=[CH:4][C:3]=1I.[C:13]([O:17][CH3:18])(=[O:16])[CH:14]=[CH2:15].C(=O)([O-])[O-].[Cs+].[Cs+].C1(P(C2C=CC=CC=2)C2C=CC=CC=2)C=CC=CC=1. The catalyst is [N+](CCCC)(CCCC)(CCCC)CCCC.[O-]S(O)(=O)=O.C([O-])(=O)C.[Pd+2].C([O-])(=O)C.C(OCC)(=O)C.O.C(#N)C. The product is [NH2:1][C:2]1[CH:11]=[CH:10][C:5]([C:6]([O:8][CH3:9])=[O:7])=[CH:4][C:3]=1[CH:15]=[CH:14][C:13]([O:17][CH3:18])=[O:16]. The yield is 0.710. (4) The reactants are [NH:1]1[CH2:5][CH2:4][CH:3]([OH:6])[CH2:2]1.F[C:8]1[CH:18]=[CH:17][C:11]([C:12]([O:14][CH2:15][CH3:16])=[O:13])=[CH:10][CH:9]=1.CS(C)=O. The catalyst is O. The product is [OH:6][CH:3]1[CH2:4][CH2:5][N:1]([C:8]2[CH:18]=[CH:17][C:11]([C:12]([O:14][CH2:15][CH3:16])=[O:13])=[CH:10][CH:9]=2)[CH2:2]1. The yield is 0.563. (5) The reactants are C(OP([CH2:9][S:10]([C:13]1[CH:18]=[CH:17][C:16]([F:19])=[CH:15][C:14]=1[F:20])(=[O:12])=[O:11])(=O)OCC)C.[CH:21]1([NH:26][C:27]2[C:32]([CH:33]=O)=[CH:31][N:30]=[C:29]([S:35][CH3:36])[N:28]=2)[CH2:25][CH2:24][CH2:23][CH2:22]1. No catalyst specified. The product is [CH:21]1([NH:26][C:27]2[C:32]([CH:33]=[CH:9][S:10]([C:13]3[CH:18]=[CH:17][C:16]([F:19])=[CH:15][C:14]=3[F:20])(=[O:11])=[O:12])=[CH:31][N:30]=[C:29]([S:35][CH3:36])[N:28]=2)[CH2:22][CH2:23][CH2:24][CH2:25]1. The yield is 0.750. (6) The reactants are I[C:2]1[N:10]2[C:5]([CH:6]=[CH:7][CH:8]=[CH:9]2)=[CH:4][C:3]=1[C:11]([O-:13])=[O:12].O1[CH2:19][CH2:18]OCC1.C([Sn](CCCC)(CCCC)[C:25]1[S:29][CH:28]=[N:27][CH:26]=1)CCC. The catalyst is C(OCC)(=O)C.Cl[Pd](Cl)([P](C1C=CC=CC=1)(C1C=CC=CC=1)C1C=CC=CC=1)[P](C1C=CC=CC=1)(C1C=CC=CC=1)C1C=CC=CC=1. The product is [S:29]1[C:25]([C:2]2[N:10]3[C:5]([CH:6]=[CH:7][CH:8]=[CH:9]3)=[CH:4][C:3]=2[C:11]([O:13][CH2:18][CH3:19])=[O:12])=[CH:26][N:27]=[CH:28]1. The yield is 0.570. (7) The reactants are C([O:8][C:9]1[CH:43]=[CH:42][C:12]2[C:13]3[CH:14]([C:27]4[CH:32]=[CH:31][C:30]([O:33][CH2:34][CH2:35][N:36]5[CH2:41][CH2:40][CH2:39][CH2:38][CH2:37]5)=[CH:29][CH:28]=4)[N:15]([CH3:26])[C:16]4[CH:17]=[C:18]([F:25])[CH:19]=[CH:20][C:21]=4[C:22]=3[CH:23]=[CH:24][C:11]=2[CH:10]=1)C1C=CC=CC=1.C([O-])=O.[NH4+].CO. The catalyst is [Pd].C(O)C. The product is [F:25][C:18]1[CH:19]=[CH:20][C:21]2[C:22]3[CH:23]=[CH:24][C:11]4[CH:10]=[C:9]([OH:8])[CH:43]=[CH:42][C:12]=4[C:13]=3[CH:14]([C:27]3[CH:28]=[CH:29][C:30]([O:33][CH2:34][CH2:35][N:36]4[CH2:41][CH2:40][CH2:39][CH2:38][CH2:37]4)=[CH:31][CH:32]=3)[N:15]([CH3:26])[C:16]=2[CH:17]=1. The yield is 0.800. (8) The reactants are C([O:3][C:4]([C:6]1[NH:7][C:8]2[C:13]([CH:14]=1)=[C:12]([CH3:15])[CH:11]=[C:10]([CH3:16])[CH:9]=2)=[O:5])C.[OH-].[Li+]. The catalyst is C(O)C. The product is [CH3:15][C:12]1[CH:11]=[C:10]([CH3:16])[CH:9]=[C:8]2[C:13]=1[CH:14]=[C:6]([C:4]([OH:5])=[O:3])[NH:7]2. The yield is 0.950. (9) The reactants are Cl[CH2:2][C:3]([C:5]1[CH:6]=[C:7]2[C:11](=[CH:12][CH:13]=1)[NH:10][C:9]([C:14]([O:16][CH2:17][CH3:18])=[O:15])=[CH:8]2)=[O:4].[NH:19]1[CH2:23][CH2:22][CH2:21][CH2:20]1. The catalyst is C1COCC1.CN1CCCC1=O.C(OCC)(=O)C. The product is [N:19]1([CH2:2][C:3]([C:5]2[CH:6]=[C:7]3[C:11](=[CH:12][CH:13]=2)[NH:10][C:9]([C:14]([O:16][CH2:17][CH3:18])=[O:15])=[CH:8]3)=[O:4])[CH2:23][CH2:22][CH2:21][CH2:20]1. The yield is 0.790.